This data is from NCI-60 drug combinations with 297,098 pairs across 59 cell lines. The task is: Regression. Given two drug SMILES strings and cell line genomic features, predict the synergy score measuring deviation from expected non-interaction effect. Drug 1: CN1C2=C(C=C(C=C2)N(CCCl)CCCl)N=C1CCCC(=O)O.Cl. Drug 2: CN(CC1=CN=C2C(=N1)C(=NC(=N2)N)N)C3=CC=C(C=C3)C(=O)NC(CCC(=O)O)C(=O)O. Cell line: U251. Synergy scores: CSS=30.6, Synergy_ZIP=-1.34, Synergy_Bliss=-0.378, Synergy_Loewe=-43.2, Synergy_HSA=-2.70.